From a dataset of Forward reaction prediction with 1.9M reactions from USPTO patents (1976-2016). Predict the product of the given reaction. (1) Given the reactants C[O:2][C:3](=O)[CH2:4][C@H:5]1[C:10](=O)[N:9]([CH2:12][C:13]2[CH:18]=[CH:17][CH:16]=[CH:15][CH:14]=2)[CH2:8][C:7](=O)[NH:6]1.[H-].[Al+3].[Li+].[H-].[H-].[H-], predict the reaction product. The product is: [CH2:12]([N:9]1[CH2:8][CH2:7][NH:6][C@@H:5]([CH2:4][CH2:3][OH:2])[CH2:10]1)[C:13]1[CH:14]=[CH:15][CH:16]=[CH:17][CH:18]=1. (2) Given the reactants C(N(C(C)C)CC)(C)C.C1C=CC2N(O)N=NC=2C=1.FC(F)(F)C(O)=O.[Cl:27][CH2:28][CH2:29][CH2:30]/[C:31](=[CH:35]\[C:36]1[CH:41]=[CH:40][C:39]([N:42]2[CH:46]=[C:45]([CH3:47])[N:44]=[CH:43]2)=[C:38]([O:48][CH3:49])[CH:37]=1)/[C:32]([OH:34])=O.[F:50][C:51]1[CH:52]=[C:53]2[C:57](=[CH:58][CH:59]=1)[CH2:56][CH:55]([NH2:60])[CH2:54]2.C(=O)(O)[O-].[Na+], predict the reaction product. The product is: [F:50][C:51]1[CH:52]=[C:53]2[C:57](=[CH:58][CH:59]=1)[CH2:56][CH:55]([NH:60][C:32](=[O:34])/[C:31](=[CH:35]/[C:36]1[CH:41]=[CH:40][C:39]([N:42]3[CH:46]=[C:45]([CH3:47])[N:44]=[CH:43]3)=[C:38]([O:48][CH3:49])[CH:37]=1)/[CH2:30][CH2:29][CH2:28][Cl:27])[CH2:54]2. (3) Given the reactants [F:1][C:2]([F:15])([F:14])[O:3][C:4]1[CH:13]=[CH:12][C:7]2[N:8]=[C:9]([NH2:11])[S:10][C:6]=2[CH:5]=1.[C:16]1(=[O:22])[O:21][C:19](=[O:20])[CH2:18][CH2:17]1.C(N(CC)CC)C.CN(C)C=O, predict the reaction product. The product is: [F:15][C:2]([F:1])([F:14])[O:3][C:4]1[CH:13]=[CH:12][C:7]2[N:8]=[C:9]([NH:11][C:16](=[O:22])[CH2:17][CH2:18][C:19]([OH:21])=[O:20])[S:10][C:6]=2[CH:5]=1. (4) The product is: [CH3:1][O:2][C:3](=[O:22])[C:4]1[CH:9]=[CH:8][C:7]([CH2:10][NH:11][C@H:12]2[CH2:17][CH2:16][C@H:15]([C:18]([CH3:20])([CH3:19])[CH3:21])[CH2:14][CH2:13]2)=[CH:6][CH:5]=1. Given the reactants [CH3:1][O:2][C:3](=[O:22])[C:4]1[CH:9]=[CH:8][C:7]([CH:10]=[N:11][C@H:12]2[CH2:17][CH2:16][C@H:15]([C:18]([CH3:21])([CH3:20])[CH3:19])[CH2:14][CH2:13]2)=[CH:6][CH:5]=1.C(O)(=O)C.C([BH3-])#N.[Na+], predict the reaction product. (5) Given the reactants F[C:2]1[CH:9]=[CH:8][C:5]([C:6]#[N:7])=[C:4]([C:10]([F:13])([F:12])[F:11])[CH:3]=1.[CH:14]1([CH:17]([NH2:19])[CH3:18])[CH2:16][CH2:15]1, predict the reaction product. The product is: [CH:14]1([CH:17]([NH:19][C:2]2[CH:9]=[CH:8][C:5]([C:6]#[N:7])=[C:4]([C:10]([F:13])([F:12])[F:11])[CH:3]=2)[CH3:18])[CH2:16][CH2:15]1.